From a dataset of Clinical trial toxicity outcomes and FDA approval status for drugs. Regression/Classification. Given a drug SMILES string, predict its toxicity properties. Task type varies by dataset: regression for continuous values (e.g., LD50, hERG inhibition percentage) or binary classification for toxic/non-toxic outcomes (e.g., AMES mutagenicity, cardiotoxicity, hepatotoxicity). Dataset: clintox. (1) The molecule is CO[C@H]1CC2CC[C@@H](C)[C@@](O)(O2)C(=O)C(=O)N2CCCC[C@H]2C(=O)O[C@H]([C@H](C)C[C@@H]2CC[C@@H](OC(=O)C(C)(CO)CO)[C@H](OC)C2)CC(=O)[C@H](C)/C=C(\C)[C@@H](O)[C@@H](OC)C(=O)[C@H](C)C[C@H](C)/C=C/C=C/C=C/1C. The result is 0 (passed clinical trial). (2) The compound is CC(C)C[C@H](NC(=O)[C@H](Cc1ccccc1)NC(=O)c1cnccn1)B(O)O. The result is 0 (passed clinical trial). (3) The drug is CC(C)OC(=O)CCC/C=C\C[C@H]1[C@@H](O)C[C@@H](O)[C@@H]1/C=C/[C@@H](O)COc1cccc(C(F)(F)F)c1. The result is 0 (passed clinical trial). (4) The molecule is CC(=O)c1ccc2c(c1)N(CCCN1CC[NH+](CCO)CC1)c1ccccc1S2. The result is 0 (passed clinical trial). (5) The compound is CC(=O)Nc1c(I)c(NC(C)=O)c(I)c(C(=O)[O-])c1I. The result is 0 (passed clinical trial).